Dataset: Experimentally validated miRNA-target interactions with 360,000+ pairs, plus equal number of negative samples. Task: Binary Classification. Given a miRNA mature sequence and a target amino acid sequence, predict their likelihood of interaction. The miRNA is hsa-miR-1205 with sequence UCUGCAGGGUUUGCUUUGAG. The protein sequence of the target gene is MGRKSSKAKEKKQKRLEERAAMDAVCAKVDAANRLGDPLEAFPVFKKYDRNGLNVSIECKRVSGLEPATVDWAFDLTKTNMQTMYEQSEWGWKDREKREEMTDDRAWYLIAWENSSIPVAFSHFRFDVECGDEVLYCYEVQLESKVRRKGLGKFLIQILQLMANSTQMKKVMLTVFKHNHGAYQFFREALQFEIDDSSPSMSGCCGEDCSYEILSRRTKFGDSQHSHTGGHCGGCCH. Result: 0 (no interaction).